This data is from Catalyst prediction with 721,799 reactions and 888 catalyst types from USPTO. The task is: Predict which catalyst facilitates the given reaction. (1) Reactant: [N+:1]([O-:4])(O)=[O:2].[OH:5][C:6]1[CH:7]=[N:8][CH:9]=[C:10]([CH:14]=1)[C:11]([OH:13])=[O:12]. Product: [OH:5][C:6]1[CH:14]=[C:10]([C:11]([OH:13])=[O:12])[CH:9]=[N:8][C:7]=1[N+:1]([O-:4])=[O:2]. The catalyst class is: 65. (2) Reactant: [CH3:1][N:2]1[C:11]2[C:6](=[CH:7][C:8]([OH:12])=[CH:9][CH:10]=2)[CH2:5][CH2:4][CH2:3]1.[H-].[Na+].[CH2:15]([N:22]=[C:23]=[O:24])[CH2:16][CH2:17][CH2:18][CH2:19][CH2:20][CH3:21]. Product: [CH3:1][N:2]1[C:11]2[C:6](=[CH:7][C:8]([O:12][C:23](=[O:24])[NH:22][CH2:15][CH2:16][CH2:17][CH2:18][CH2:19][CH2:20][CH3:21])=[CH:9][CH:10]=2)[CH2:5][CH2:4][CH2:3]1. The catalyst class is: 9. (3) Reactant: [Br:1][C:2]1[CH:3]=[C:4]([CH:8]([N:12]2[CH:16]=[C:15]([C:17]3[C:18]4[CH:25]=[CH:24][N:23]([CH2:26][O:27][CH2:28][CH2:29][Si:30]([CH3:33])([CH3:32])[CH3:31])[C:19]=4[N:20]=[CH:21][N:22]=3)[CH:14]=[N:13]2)[CH2:9][CH:10]=O)[CH:5]=[CH:6][CH:7]=1.CN(C)C(=O)C.C1(P(C2C=CC=CC=2)C2C=CC=CC=2)C=CC=CC=1.Br[C:60](Br)([F:62])[F:61]. Product: [Br:1][C:2]1[CH:3]=[C:4]([CH:8]([N:12]2[CH:16]=[C:15]([C:17]3[C:18]4[CH:25]=[CH:24][N:23]([CH2:26][O:27][CH2:28][CH2:29][Si:30]([CH3:32])([CH3:31])[CH3:33])[C:19]=4[N:20]=[CH:21][N:22]=3)[CH:14]=[N:13]2)[CH2:9][CH:10]=[C:60]([F:62])[F:61])[CH:5]=[CH:6][CH:7]=1. The catalyst class is: 324. (4) Reactant: COCCO[AlH2-]OCCOC.[Na+].[C:13]1(=[CH:19][C:20](OCC)=[O:21])[CH2:18][CH2:17][CH2:16][CH2:15][CH2:14]1. Product: [C:13]1(=[CH:19][CH2:20][OH:21])[CH2:18][CH2:17][CH2:16][CH2:15][CH2:14]1. The catalyst class is: 11.